From a dataset of Forward reaction prediction with 1.9M reactions from USPTO patents (1976-2016). Predict the product of the given reaction. Given the reactants [CH3:1][O:2][C:3]1[CH:4]=[C:5]([NH:15][C:16]2[N:17]=[C:18]([CH2:26][C:27]3[CH:32]=[CH:31][CH:30]=[C:29]([O:33][CH3:34])[CH:28]=3)[C:19]3[CH2:25][NH:24][CH2:23][CH2:22][C:20]=3[N:21]=2)[CH:6]=[CH:7][C:8]=1[N:9]1[CH:13]=[C:12]([CH3:14])[N:11]=[CH:10]1.[C:35](OC(=O)C)(=[O:37])[CH3:36], predict the reaction product. The product is: [CH3:1][O:2][C:3]1[CH:4]=[C:5]([NH:15][C:16]2[N:17]=[C:18]([CH2:26][C:27]3[CH:32]=[CH:31][CH:30]=[C:29]([O:33][CH3:34])[CH:28]=3)[C:19]3[CH2:25][N:24]([C:35](=[O:37])[CH3:36])[CH2:23][CH2:22][C:20]=3[N:21]=2)[CH:6]=[CH:7][C:8]=1[N:9]1[CH:13]=[C:12]([CH3:14])[N:11]=[CH:10]1.